From a dataset of NCI-60 drug combinations with 297,098 pairs across 59 cell lines. Regression. Given two drug SMILES strings and cell line genomic features, predict the synergy score measuring deviation from expected non-interaction effect. (1) Drug 1: CN1CCC(CC1)COC2=C(C=C3C(=C2)N=CN=C3NC4=C(C=C(C=C4)Br)F)OC. Drug 2: CCN(CC)CCCC(C)NC1=C2C=C(C=CC2=NC3=C1C=CC(=C3)Cl)OC. Cell line: NCIH23. Synergy scores: CSS=24.2, Synergy_ZIP=-9.16, Synergy_Bliss=-5.77, Synergy_Loewe=-11.7, Synergy_HSA=-4.64. (2) Synergy scores: CSS=12.9, Synergy_ZIP=-5.79, Synergy_Bliss=-4.28, Synergy_Loewe=-3.72, Synergy_HSA=-3.71. Drug 1: C1=NC(=NC(=O)N1C2C(C(C(O2)CO)O)O)N. Cell line: SF-295. Drug 2: CC1=C(C(=CC=C1)Cl)NC(=O)C2=CN=C(S2)NC3=CC(=NC(=N3)C)N4CCN(CC4)CCO. (3) Drug 1: CN1C(=O)N2C=NC(=C2N=N1)C(=O)N. Drug 2: C1=NC2=C(N=C(N=C2N1C3C(C(C(O3)CO)O)F)Cl)N. Cell line: HOP-62. Synergy scores: CSS=24.8, Synergy_ZIP=-1.10, Synergy_Bliss=1.45, Synergy_Loewe=-21.0, Synergy_HSA=5.74. (4) Drug 1: CC12CCC3C(C1CCC2=O)CC(=C)C4=CC(=O)C=CC34C. Drug 2: CN1C(=O)N2C=NC(=C2N=N1)C(=O)N. Cell line: SNB-75. Synergy scores: CSS=23.6, Synergy_ZIP=-7.76, Synergy_Bliss=2.12, Synergy_Loewe=0.564, Synergy_HSA=0.320. (5) Drug 1: CC12CCC(CC1=CCC3C2CCC4(C3CC=C4C5=CN=CC=C5)C)O. Drug 2: CC1=C(C(=CC=C1)Cl)NC(=O)C2=CN=C(S2)NC3=CC(=NC(=N3)C)N4CCN(CC4)CCO. Cell line: A498. Synergy scores: CSS=6.52, Synergy_ZIP=3.56, Synergy_Bliss=5.90, Synergy_Loewe=-1.67, Synergy_HSA=3.84. (6) Drug 1: CCC1=C2CN3C(=CC4=C(C3=O)COC(=O)C4(CC)O)C2=NC5=C1C=C(C=C5)O. Drug 2: C1CN(CCN1C(=O)CCBr)C(=O)CCBr. Cell line: MDA-MB-435. Synergy scores: CSS=11.3, Synergy_ZIP=-4.54, Synergy_Bliss=-0.279, Synergy_Loewe=-11.2, Synergy_HSA=-0.0702. (7) Drug 1: C1=CC(=C2C(=C1NCCNCCO)C(=O)C3=C(C=CC(=C3C2=O)O)O)NCCNCCO. Drug 2: CN(C)N=NC1=C(NC=N1)C(=O)N. Cell line: 786-0. Synergy scores: CSS=62.3, Synergy_ZIP=2.56, Synergy_Bliss=0.977, Synergy_Loewe=-56.3, Synergy_HSA=1.36.